This data is from Full USPTO retrosynthesis dataset with 1.9M reactions from patents (1976-2016). The task is: Predict the reactants needed to synthesize the given product. (1) Given the product [O:36]1[CH:37]=[CH:38][N:39]=[C:35]1[C:2]1[CH:7]=[CH:6][N:5]=[C:4]2[C:8]([C:11](=[O:29])[C:12]([N:14]3[CH2:19][CH2:18][C:17](=[C:20]([C:23]4[CH:28]=[CH:27][CH:26]=[CH:25][CH:24]=4)[C:21]#[N:22])[CH2:16][CH2:15]3)=[O:13])=[CH:9][NH:10][C:3]=12, predict the reactants needed to synthesize it. The reactants are: Cl[C:2]1[CH:7]=[CH:6][N:5]=[C:4]2[C:8]([C:11](=[O:29])[C:12]([N:14]3[CH2:19][CH2:18][C:17](=[C:20]([C:23]4[CH:28]=[CH:27][CH:26]=[CH:25][CH:24]=4)[C:21]#[N:22])[CH2:16][CH2:15]3)=[O:13])=[CH:9][NH:10][C:3]=12.C([Sn](CCCC)(CCCC)[C:35]1[O:36][CH:37]=[CH:38][N:39]=1)CCC.O1CCOCC1. (2) Given the product [CH:18]1([C:21]2[NH:3][C:4]3=[CH:5][S:6][CH:7]=[C:8]3[N:9]=2)[CH2:20][CH2:19]1, predict the reactants needed to synthesize it. The reactants are: Cl.Cl.[NH2:3][C:4]1[C:8]([NH2:9])=[CH:7][S:6][CH:5]=1.C(N(CC)CC)C.Cl.[CH:18]1([C:21](=N)OCC)[CH2:20][CH2:19]1.C(=O)([O-])O.[Na+]. (3) The reactants are: [Cl:1][C:2]1[CH:7]=[CH:6][C:5]([OH:8])=[C:4]([O:9][C:10]2[CH:15]=[CH:14][CH:13]=[CH:12][CH:11]=2)[CH:3]=1.Br[C:17]1[CH:18]=[C:19]([CH3:24])[CH:20]=[C:21](Br)[CH:22]=1.[C:25](=[O:28])([O-])[O-:26].[Cs+].[Cs+].C[C:32]([CH3:43])([C:34](=O)[CH2:35][C:36](=[O:41])[C:37]([CH3:40])(C)C)C.N#N.CN1C[CH2:50][CH2:49][C:48]1=O. Given the product [Cl:1][C:2]1[CH:7]=[CH:6][C:5]([O:8][C:17]2[CH:22]=[C:21]([CH:20]=[C:19]([CH3:24])[CH:18]=2)[O:41][C:36]2[CH:37]=[CH:40][C:48]([CH2:49][CH2:50][C:25]([OH:26])=[O:28])=[C:34]([CH2:32][CH3:43])[CH:35]=2)=[C:4]([O:9][C:10]2[CH:15]=[CH:14][CH:13]=[CH:12][CH:11]=2)[CH:3]=1, predict the reactants needed to synthesize it. (4) The reactants are: [C@H:1]12[CH2:6][C@H:5]1[CH2:4][NH:3][C@@H:2]2[CH2:7][NH:8][C:9]([C:11]1[N:18]2[C:14]([S:15][CH:16]=[CH:17]2)=[N:13][C:12]=1[CH3:19])=[O:10].[F:20][C:21]1[CH:26]=[CH:25][C:24]([C:27]2[S:31][C:30]([CH3:32])=[N:29][C:28]=2[C:33](O)=[O:34])=[CH:23][CH:22]=1. Given the product [F:20][C:21]1[CH:22]=[CH:23][C:24]([C:27]2[S:31][C:30]([CH3:32])=[N:29][C:28]=2[C:33]([N:3]2[CH2:4][C@H:5]3[C@H:1]([CH2:6]3)[C@H:2]2[CH2:7][NH:8][C:9]([C:11]2[N:18]3[C:14]([S:15][CH:16]=[CH:17]3)=[N:13][C:12]=2[CH3:19])=[O:10])=[O:34])=[CH:25][CH:26]=1, predict the reactants needed to synthesize it. (5) Given the product [CH:25]1([O:24][CH2:23][C:10]2([CH2:9][OH:8])[CH2:15][CH2:14][N:13]([C:16]([O:18][C:19]([CH3:20])([CH3:21])[CH3:22])=[O:17])[CH2:12][CH2:11]2)[CH2:26][CH2:27][CH2:28][CH2:29][CH2:30]1, predict the reactants needed to synthesize it. The reactants are: C([O:8][CH2:9][C:10]1([CH2:23][O:24][C:25]2[CH:30]=[CH:29][CH:28]=[CH:27][CH:26]=2)[CH2:15][CH2:14][N:13]([C:16]([O:18][C:19]([CH3:22])([CH3:21])[CH3:20])=[O:17])[CH2:12][CH2:11]1)C1C=CC=CC=1.[H][H]. (6) Given the product [Cl:19][C:7]1[C:6]2[C:11](=[N:12][CH:13]=[C:4]([N+:1]([O-:3])=[O:2])[CH:5]=2)[N:10]=[CH:9][C:8]=1[C:14]#[N:15], predict the reactants needed to synthesize it. The reactants are: [N+:1]([C:4]1[CH:5]=[C:6]2[C:11](=[N:12][CH:13]=1)[NH:10][CH:9]=[C:8]([C:14]#[N:15])[C:7]2=O)([O-:3])=[O:2].P(Cl)(Cl)([Cl:19])=O. (7) Given the product [NH2:2][CH2:1][CH2:3][NH:4][CH2:8][CH2:7][NH:6][CH2:9][CH2:10][NH2:11], predict the reactants needed to synthesize it. The reactants are: [C:1]([CH2:3][N:4]1[CH2:8][CH2:7][N:6]([CH2:9][C:10]#[N:11])C1C1C=CC=CC=1)#[N:2].C(N)C. (8) Given the product [CH2:23]([O:25][C:26]([C:28]1[C:29]([C:34]2[CH:39]=[CH:38][CH:37]=[CH:36][C:35]=2[CH2:40][S:19][CH2:20][CH2:21][OH:22])=[CH:30][CH:31]=[CH:32][CH:33]=1)=[O:27])[CH3:24], predict the reactants needed to synthesize it. The reactants are: C(OC(C1C=C(C2C=CC(C[S:19][CH2:20][CH2:21][OH:22])=CC=2)C=CC=1)=O)C.[CH2:23]([O:25][C:26]([C:28]1[C:29]([C:34]2[CH:39]=[CH:38][CH:37]=[CH:36][C:35]=2[CH2:40]Br)=[CH:30][CH:31]=[CH:32][CH:33]=1)=[O:27])[CH3:24].SCCO.C(=O)([O-])[O-].[K+].[K+].